Dataset: Acute oral toxicity (LD50) regression data from Zhu et al.. Task: Regression/Classification. Given a drug SMILES string, predict its toxicity properties. Task type varies by dataset: regression for continuous values (e.g., LD50, hERG inhibition percentage) or binary classification for toxic/non-toxic outcomes (e.g., AMES mutagenicity, cardiotoxicity, hepatotoxicity). Dataset: ld50_zhu. (1) The drug is O=[N+]([O-])c1nccs1. The rat oral LD50 is 2.98, given as -log10 of the dose in mol/kg body weight (higher means more acutely toxic). (2) The molecule is CC1CO1. The rat oral LD50 is 2.18, given as -log10 of the dose in mol/kg body weight (higher means more acutely toxic). (3) The compound is CC(CC=O)CC=O. The rat oral LD50 is 2.17, given as -log10 of the dose in mol/kg body weight (higher means more acutely toxic).